This data is from Full USPTO retrosynthesis dataset with 1.9M reactions from patents (1976-2016). The task is: Predict the reactants needed to synthesize the given product. (1) Given the product [OH:14][CH:10]1[CH2:9][NH:8][CH2:7][CH:2]([C:3]([O-:5])=[O:4])[CH2:11]1.[Na+:15], predict the reactants needed to synthesize it. The reactants are: O[C:2]1([CH:11]=[CH:10][CH:9]=[N:8][CH2:7]1)[C:3]([O:5]C)=[O:4].[H][H].[OH-:14].[Na+:15]. (2) Given the product [O:11]=[C:10]([N:12]1[CH2:16][CH2:15][CH2:14][CH2:13]1)[CH2:9][CH2:8][C:5]1[CH:6]=[CH:7][C:2]([N:21]2[C:22]3[CH2:23][CH2:24][CH2:25][CH2:26][C:27]=3[C:19]([C:18]([F:17])([F:29])[F:28])=[N:20]2)=[CH:3][CH:4]=1, predict the reactants needed to synthesize it. The reactants are: Br[C:2]1[CH:7]=[CH:6][C:5]([CH2:8][CH2:9][C:10]([N:12]2[CH2:16][CH2:15][CH2:14][CH2:13]2)=[O:11])=[CH:4][CH:3]=1.[F:17][C:18]([F:29])([F:28])[C:19]1[C:27]2[CH2:26][CH2:25][CH2:24][CH2:23][C:22]=2[NH:21][N:20]=1. (3) Given the product [Cl:1][CH2:2][CH:3]1[C:11]2[C:10]3[CH:12]=[CH:13][C:14]([S:16]([Cl:19])(=[O:18])=[O:17])=[CH:15][C:9]=3[C:8]([N+:26]([O-:28])=[O:27])=[CH:7][C:6]=2[N:5]([C:20](=[O:25])[C:21]([F:24])([F:23])[F:22])[CH2:4]1, predict the reactants needed to synthesize it. The reactants are: [Cl:1][CH2:2][CH:3]1[C:11]2[C:10]3[CH:12]=[CH:13][C:14]([S:16]([Cl:19])(=[O:18])=[O:17])=[CH:15][C:9]=3[CH:8]=[CH:7][C:6]=2[N:5]([C:20](=[O:25])[C:21]([F:24])([F:23])[F:22])[CH2:4]1.[N+:26]([O-])([O-:28])=[O:27].[K+]. (4) Given the product [O:26]1[C:35]2[CH:34]=[C:33]([CH2:36][NH:1][C:2]34[CH2:9][CH2:8][C:5]([CH2:10][CH2:11][C:12]5[C:21]6[C:16](=[CH:17][CH:18]=[C:19]([O:22][CH3:23])[N:20]=6)[N:15]=[CH:14][C:13]=5[C:24]#[N:25])([CH2:6][CH2:7]3)[O:4][CH2:3]4)[N:32]=[CH:31][C:30]=2[O:29][CH2:28][CH2:27]1, predict the reactants needed to synthesize it. The reactants are: [NH2:1][C:2]12[CH2:9][CH2:8][C:5]([CH2:10][CH2:11][C:12]3[C:21]4[C:16](=[CH:17][CH:18]=[C:19]([O:22][CH3:23])[N:20]=4)[N:15]=[CH:14][C:13]=3[C:24]#[N:25])([CH2:6][CH2:7]1)[O:4][CH2:3]2.[O:26]1[C:35]2[CH:34]=[C:33]([CH:36]=O)[N:32]=[CH:31][C:30]=2[O:29][CH2:28][CH2:27]1. (5) Given the product [CH3:31][N:32]([CH3:33])[CH2:2][CH2:1][S:3]([N:6]1[CH2:11][CH2:10][CH:9]([NH:12][C:13]([C:15]2[C:19]([NH:20][C:21](=[O:30])[C:22]3[C:27]([Cl:28])=[CH:26][CH:25]=[CH:24][C:23]=3[Cl:29])=[CH:18][NH:17][N:16]=2)=[O:14])[CH2:8][CH2:7]1)(=[O:4])=[O:5], predict the reactants needed to synthesize it. The reactants are: [CH:1]([S:3]([N:6]1[CH2:11][CH2:10][CH:9]([NH:12][C:13]([C:15]2[C:19]([NH:20][C:21](=[O:30])[C:22]3[C:27]([Cl:28])=[CH:26][CH:25]=[CH:24][C:23]=3[Cl:29])=[CH:18][NH:17][N:16]=2)=[O:14])[CH2:8][CH2:7]1)(=[O:5])=[O:4])=[CH2:2].[CH3:31][NH:32][CH3:33]. (6) The reactants are: [NH2:1][C:2]1[S:3][CH:4]=[CH:5][N:6]=1.[C:7]([N+:11]#[C-:12])([CH3:10])([CH3:9])[CH3:8].[OH:13][C:14]1[CH:15]=[C:16]([CH:19]=[CH:20][CH:21]=1)[CH:17]=O. Given the product [C:7]([NH:11][C:12]1[N:6]2[C:2]([S:3][CH:4]=[CH:5]2)=[N:1][C:17]=1[C:16]1[CH:15]=[C:14]([OH:13])[CH:21]=[CH:20][CH:19]=1)([CH3:10])([CH3:9])[CH3:8], predict the reactants needed to synthesize it. (7) Given the product [CH2:29]([N:36]([CH2:27][C:17]1[C:16]([Cl:15])=[N:21][C:20]([N:22]([CH3:26])[CH:23]([CH3:24])[CH3:25])=[CH:19][N:18]=1)[CH2:37][CH2:38][OH:39])[C:30]1[CH:35]=[CH:34][CH:33]=[CH:32][CH:31]=1, predict the reactants needed to synthesize it. The reactants are: C(O[BH-](OC(=O)C)OC(=O)C)(=O)C.[Na+].[Cl:15][C:16]1[C:17]([CH:27]=O)=[N:18][CH:19]=[C:20]([N:22]([CH3:26])[CH:23]([CH3:25])[CH3:24])[N:21]=1.[CH2:29]([NH:36][CH2:37][CH2:38][OH:39])[C:30]1[CH:35]=[CH:34][CH:33]=[CH:32][CH:31]=1.C(=O)([O-])[O-].[K+].[K+]. (8) Given the product [Cl:8][C:5]1[N:4]=[C:3]([O:9][CH3:10])[C:2]([CH:34]([CH3:35])[C:33]([O:32][CH3:31])=[O:36])=[CH:7][CH:6]=1, predict the reactants needed to synthesize it. The reactants are: Br[C:2]1[C:3]([O:9][CH3:10])=[N:4][C:5]([Cl:8])=[CH:6][CH:7]=1.C(P(C(C)(C)C)C(C)(C)C)(C)(C)C.C1(C)C=CC=CC=1.[CH3:31][O:32]/[C:33](/[O:36][Si](C)(C)C)=[CH:34]\[CH3:35]. (9) Given the product [C:14]([NH:18][S:19]([C:22]1[C:23]([C:28]2[CH:33]=[CH:32][C:31]([C:2]3[CH:3]=[C:4]4[C:8](=[C:9]([N+:11]([O-:13])=[O:12])[CH:10]=3)[NH:7][CH:6]=[CH:5]4)=[C:30]([F:43])[CH:29]=2)=[CH:24][CH:25]=[CH:26][CH:27]=1)(=[O:21])=[O:20])([CH3:17])([CH3:15])[CH3:16], predict the reactants needed to synthesize it. The reactants are: Br[C:2]1[CH:3]=[C:4]2[C:8](=[C:9]([N+:11]([O-:13])=[O:12])[CH:10]=1)[NH:7][CH:6]=[CH:5]2.[C:14]([NH:18][S:19]([C:22]1[C:23]([C:28]2[CH:33]=[CH:32][C:31](B3OC(C)(C)C(C)(C)O3)=[C:30]([F:43])[CH:29]=2)=[CH:24][CH:25]=[CH:26][CH:27]=1)(=[O:21])=[O:20])([CH3:17])([CH3:16])[CH3:15].